From a dataset of Peptide-MHC class II binding affinity with 134,281 pairs from IEDB. Regression. Given a peptide amino acid sequence and an MHC pseudo amino acid sequence, predict their binding affinity value. This is MHC class II binding data. (1) The peptide sequence is DKKCIEWEKAQHGAC. The MHC is DRB3_0101 with pseudo-sequence QEFFIASGAAVDAIMERSYDYYVLQKRNYHVGFT. The binding affinity (normalized) is 0.191. (2) The peptide sequence is VMRYTIDKEFEKICR. The MHC is DRB1_0301 with pseudo-sequence DRB1_0301. The binding affinity (normalized) is 0.499. (3) The peptide sequence is VLSFELLNAPATVCG. The MHC is DRB1_1501 with pseudo-sequence DRB1_1501. The binding affinity (normalized) is 0.513. (4) The MHC is DRB1_0901 with pseudo-sequence DRB1_0901. The peptide sequence is LVSFLLLAGRSCGMY. The binding affinity (normalized) is 0.116. (5) The peptide sequence is IGRIAETILGYNPSA. The MHC is DRB1_1201 with pseudo-sequence DRB1_1201. The binding affinity (normalized) is 0.348. (6) The peptide sequence is HPQDGDALTLRTATN. The MHC is HLA-DPA10103-DPB10401 with pseudo-sequence HLA-DPA10103-DPB10401. The binding affinity (normalized) is 0.0522. (7) The peptide sequence is RGFPGLPGPSGEPGQQ. The MHC is DRB1_0405 with pseudo-sequence DRB1_0405. The binding affinity (normalized) is 0. (8) The binding affinity (normalized) is 0.333. The MHC is HLA-DQA10301-DQB10301 with pseudo-sequence HLA-DQA10301-DQB10301. The peptide sequence is VLEWRFDSRLAFHHV. (9) The peptide sequence is TAKAPGLVPKLDAAY. The MHC is DRB3_0202 with pseudo-sequence DRB3_0202. The binding affinity (normalized) is 0.0819.